Dataset: Catalyst prediction with 721,799 reactions and 888 catalyst types from USPTO. Task: Predict which catalyst facilitates the given reaction. (1) Reactant: Cl[C:2]1[N:3]([CH2:12][O:13][CH2:14][CH2:15][Si:16]([CH3:19])([CH3:18])[CH3:17])[CH:4]=[CH:5][C:6](=[O:11])[C:7]=1[N+:8]([O-:10])=[O:9].[F:20][C:21]([F:31])([C:24]1[CH:29]=[CH:28][CH:27]=[CH:26][N+:25]=1[O-:30])[CH2:22][NH2:23].CCN(C(C)C)C(C)C. Product: [F:31][C:21]([F:20])([C:24]1[CH:29]=[CH:28][CH:27]=[CH:26][N+:25]=1[O-:30])[CH2:22][NH:23][C:2]1[N:3]([CH2:12][O:13][CH2:14][CH2:15][Si:16]([CH3:19])([CH3:18])[CH3:17])[CH:4]=[CH:5][C:6](=[O:11])[C:7]=1[N+:8]([O-:10])=[O:9]. The catalyst class is: 14. (2) Product: [N:17]1[CH:22]=[CH:21][CH:20]=[CH:19][C:18]=1[C:23]1[N:27]=[C:3]([CH2:4][NH:5][C:6](=[O:15])[O:7][CH2:8][C:9]2[CH:14]=[CH:13][CH:12]=[CH:11][CH:10]=2)[NH:1][N:2]=1. The catalyst class is: 14. Reactant: [NH:1]([C:3](=O)[CH2:4][NH:5][C:6](=[O:15])[O:7][CH2:8][C:9]1[CH:14]=[CH:13][CH:12]=[CH:11][CH:10]=1)[NH2:2].[N:17]1[CH:22]=[CH:21][CH:20]=[CH:19][C:18]=1[C:23](=[NH:27])OCC.C(O)(=O)C. (3) Reactant: [CH:1]1([CH2:4][C:5]([CH:7]2[C:12](=O)[CH2:11][C:10]([CH3:15])([CH3:14])[CH2:9][C:8]2=[O:16])=O)[CH2:3][CH2:2]1.Cl.[C:18]([C:20]1[CH:25]=[CH:24][C:23]([NH:26][NH2:27])=[CH:22][CH:21]=1)#[N:19].CC(O)=O. Product: [CH:1]1([CH2:4][C:5]2[C:7]3[C:8](=[O:16])[CH2:9][C:10]([CH3:15])([CH3:14])[CH2:11][C:12]=3[N:26]([C:23]3[CH:24]=[CH:25][C:20]([C:18]#[N:19])=[CH:21][CH:22]=3)[N:27]=2)[CH2:2][CH2:3]1. The catalyst class is: 14. (4) Reactant: C(OC(=O)NC1([CH2:34][CH:35]([OH:38])[CH2:36][OH:37])CCC(OC2C=C3C(=CC=2Cl)C(OCC2C=CC=CC=2)=NC=C3)CC1)(C)(C)C.C(O[C:45](=[O:78])[NH:46][C:47]1(CC=C)[CH2:54][CH2:53][CH2:52][CH:51]([O:55][C:56]2[CH:57]=[C:58]3[C:63](=[CH:64][C:65]=2[Cl:66])[C:62]([O:67][CH2:68][C:69]2[CH:74]=[CH:73][CH:72]=[CH:71][CH:70]=2)=[N:61][CH:60]=[CH:59]3)[CH2:50][CH2:49][CH2:48]1)(C)(C)C.O.C[N+]1([O-])CCOCC1.[C:88]([OH:92])([CH3:91])([CH3:90])[CH3:89]. Product: [C:88]([O:92][C:45](=[O:78])[NH:46][C:47]1([CH2:34][CH:35]([OH:38])[CH2:36][OH:37])[CH2:54][CH2:53][CH2:52][CH:51]([O:55][C:56]2[CH:57]=[C:58]3[C:63](=[CH:64][C:65]=2[Cl:66])[C:62]([O:67][CH2:68][C:69]2[CH:74]=[CH:73][CH:72]=[CH:71][CH:70]=2)=[N:61][CH:60]=[CH:59]3)[CH2:50][CH2:49][CH2:48]1)([CH3:91])([CH3:90])[CH3:89]. The catalyst class is: 771. (5) The catalyst class is: 327. Reactant: [Cl:1][C:2]1[N:7]2[N:8]=[C:9]([C:15]3[O:16][CH:17]=[CH:18][CH:19]=3)[C:10]([CH:11]([OH:14])[C:12]#[CH:13])=[C:6]2[CH:5]=[CH:4][CH:3]=1. Product: [Cl:1][C:2]1[N:7]2[N:8]=[C:9]([C:15]3[O:16][CH:17]=[CH:18][CH:19]=3)[C:10]([C:11](=[O:14])[C:12]#[CH:13])=[C:6]2[CH:5]=[CH:4][CH:3]=1.